Dataset: Forward reaction prediction with 1.9M reactions from USPTO patents (1976-2016). Task: Predict the product of the given reaction. (1) Given the reactants [CH3:1][C:2]1[NH:7][C:6](=[S:8])[C:5]([C:9]#[N:10])=[C:4]([C:11]([F:14])([F:13])[F:12])[CH:3]=1.Cl[CH2:16][C:17]([NH:19][CH2:20][CH2:21][C:22]1[CH:27]=[CH:26][CH:25]=[CH:24][CH:23]=1)=[O:18].[OH-].[Na+], predict the reaction product. The product is: [NH2:10][C:9]1[C:5]2[C:6](=[N:7][C:2]([CH3:1])=[CH:3][C:4]=2[C:11]([F:14])([F:12])[F:13])[S:8][C:16]=1[C:17]([NH:19][CH2:20][CH2:21][C:22]1[CH:27]=[CH:26][CH:25]=[CH:24][CH:23]=1)=[O:18]. (2) Given the reactants F[B-](F)(F)F.N1(O[C+](N(C)C)N(C)C)C2C=CC=CC=2N=N1.C(N(CC)C(C)C)(C)C.[F:32][C:33]1[CH:41]=[C:40]([N+:42]([O-:44])=[O:43])[CH:39]=[CH:38][C:34]=1[C:35]([OH:37])=O.[CH3:45][NH:46][NH:47][C:48]([O:50][C:51]([CH3:54])([CH3:53])[CH3:52])=[O:49], predict the reaction product. The product is: [F:32][C:33]1[CH:41]=[C:40]([N+:42]([O-:44])=[O:43])[CH:39]=[CH:38][C:34]=1[C:35]([N:46]([CH3:45])[NH:47][C:48]([O:50][C:51]([CH3:54])([CH3:53])[CH3:52])=[O:49])=[O:37]. (3) Given the reactants [F:1][C:2]1[CH:7]=[CH:6][C:5]([NH:8][C:9]2[CH:14]=[CH:13][N:12]=[C:11]([NH:15][C:16]3[CH:21]=[CH:20][C:19]([S:22]([N:25]([CH:33]4[CH2:38][CH2:37][NH:36][CH2:35][CH2:34]4)[CH2:26][CH2:27][N:28]4[CH2:32][CH2:31][CH2:30][CH2:29]4)(=[O:24])=[O:23])=[CH:18][CH:17]=3)[N:10]=2)=[CH:4][CH:3]=1.[CH2:39]=O, predict the reaction product. The product is: [F:1][C:2]1[CH:3]=[CH:4][C:5]([NH:8][C:9]2[CH:14]=[CH:13][N:12]=[C:11]([NH:15][C:16]3[CH:17]=[CH:18][C:19]([S:22]([N:25]([CH:33]4[CH2:34][CH2:35][N:36]([CH3:39])[CH2:37][CH2:38]4)[CH2:26][CH2:27][N:28]4[CH2:29][CH2:30][CH2:31][CH2:32]4)(=[O:24])=[O:23])=[CH:20][CH:21]=3)[N:10]=2)=[CH:6][CH:7]=1. (4) Given the reactants [Br:1][C:2]1[CH:7]=[CH:6][C:5]([CH:8]2[CH2:12][CH2:11][CH2:10][NH:9]2)=[CH:4][CH:3]=1.[CH2:13](Br)[CH:14]=[CH2:15].C([O-])([O-])=O.[K+].[K+], predict the reaction product. The product is: [CH2:15]([N:9]1[CH2:10][CH2:11][CH2:12][CH:8]1[C:5]1[CH:4]=[CH:3][C:2]([Br:1])=[CH:7][CH:6]=1)[CH:14]=[CH2:13]. (5) Given the reactants [CH3:1][C:2]1([CH2:8][OH:9])[CH2:7][CH2:6][O:5][CH2:4][CH2:3]1.CC(OI1(OC(C)=O)(OC(C)=O)OC(=O)C2C=CC=CC1=2)=O, predict the reaction product. The product is: [CH3:1][C:2]1([CH:8]=[O:9])[CH2:7][CH2:6][O:5][CH2:4][CH2:3]1. (6) Given the reactants C([Mg]Cl)(C)C.[Cl:6][C:7]1[CH:35]=[CH:34][C:33](I)=[CH:32][C:8]=1[C:9]([N:11]([CH2:23][C:24]1[CH:29]=[CH:28][C:27]([O:30][CH3:31])=[CH:26][CH:25]=1)[CH2:12][C:13]12[CH2:22][CH:17]3[CH2:18][CH:19]([CH2:21][CH:15]([CH2:16]3)[CH2:14]1)[CH2:20]2)=[O:10].[CH2:37]([C@@H:39]1[O:41][CH2:40]1)[Cl:38], predict the reaction product. The product is: [Cl:6][C:7]1[CH:35]=[CH:34][C:33]([CH2:40][C@H:39]([OH:41])[CH2:37][Cl:38])=[CH:32][C:8]=1[C:9]([N:11]([CH2:23][C:24]1[CH:29]=[CH:28][C:27]([O:30][CH3:31])=[CH:26][CH:25]=1)[CH2:12][C:13]12[CH2:22][CH:17]3[CH2:18][CH:19]([CH2:21][CH:15]([CH2:16]3)[CH2:14]1)[CH2:20]2)=[O:10]. (7) Given the reactants FC(F)(F)C(O)=O.[CH3:8][N:9]1[C:17]2[CH:16]=[C:15]([C:18]3[CH:19]=[N:20][C:21]([O:28][CH2:29][CH2:30][CH:31]4[CH2:36][CH2:35][NH:34][CH2:33][CH2:32]4)=[C:22]([C:24]([F:27])([F:26])[F:25])[CH:23]=3)[N:14]=[C:13]([C:37]#[N:38])[C:12]=2[N:11]=[N:10]1.C(N(CC)C(C)C)(C)C.Cl[CH2:49][C:50]([CH3:53])([OH:52])[CH3:51].[I-].[Na+], predict the reaction product. The product is: [OH:52][C:50]([CH3:53])([CH3:51])[CH2:49][N:34]1[CH2:35][CH2:36][CH:31]([CH2:30][CH2:29][O:28][C:21]2[N:20]=[CH:19][C:18]([C:15]3[N:14]=[C:13]([C:37]#[N:38])[C:12]4[N:11]=[N:10][N:9]([CH3:8])[C:17]=4[CH:16]=3)=[CH:23][C:22]=2[C:24]([F:25])([F:26])[F:27])[CH2:32][CH2:33]1. (8) Given the reactants Br[C:2]1[CH:3]=[C:4]2[N:10]([O:11][CH:12]([C:14]3[C:19]([Cl:20])=[CH:18][CH:17]=[C:16]([F:21])[C:15]=3[Cl:22])[CH3:13])[CH:9]=[CH:8][C:5]2=[N:6][CH:7]=1.[C:23]([C:26]1[CH:27]=[C:28](B(O)O)[CH:29]=[CH:30][CH:31]=1)(=[O:25])[NH2:24], predict the reaction product. The product is: [Cl:22][C:15]1[C:16]([F:21])=[CH:17][CH:18]=[C:19]([Cl:20])[C:14]=1[CH:12]([O:11][N:10]1[C:4]2[C:5](=[N:6][CH:7]=[C:2]([C:30]3[CH:31]=[C:26]([CH:27]=[CH:28][CH:29]=3)[C:23]([NH2:24])=[O:25])[CH:3]=2)[CH:8]=[CH:9]1)[CH3:13]. (9) Given the reactants [C:1]([C:5]1[CH:10]=[CH:9][C:8]([N:11]2[C:19]3[C:14](=[CH:15][CH:16]=[CH:17][CH:18]=3)[C:13]([CH:20]=[O:21])=[C:12]2[Cl:22])=[CH:7][CH:6]=1)([CH3:4])([CH3:3])[CH3:2].[NH2:23][CH2:24][CH2:25][N:26]1[CH2:30][CH2:29][CH2:28][CH2:27]1.Cl, predict the reaction product. The product is: [ClH:22].[C:1]([C:5]1[CH:10]=[CH:9][C:8]([N:11]2[C:19]3[C:14](=[CH:15][CH:16]=[CH:17][CH:18]=3)[C:13]([CH:20]=[O:21])=[C:12]2[NH:23][CH2:24][CH2:25][N:26]2[CH2:30][CH2:29][CH2:28][CH2:27]2)=[CH:7][CH:6]=1)([CH3:4])([CH3:3])[CH3:2].